From a dataset of Reaction yield outcomes from USPTO patents with 853,638 reactions. Predict the reaction yield, written as a fraction of the theoretical maximum amount of product (1.0 means a 100% yield; for example, 0.34 means a 34% yield). (1) The reactants are [CH3:1][O:2][C:3]1[CH:8]=[C:7]([N+:9]([O-:11])=[O:10])[CH:6]=[CH:5][C:4]=1[C:12]1[S:16][C:15]([CH2:17][NH:18][C:19](=[O:25])OC(C)(C)C)=[N:14][N:13]=1.[C:26](O)(=O)C. No catalyst specified. The product is [CH3:1][O:2][C:3]1[CH:8]=[C:7]([N+:9]([O-:11])=[O:10])[CH:6]=[CH:5][C:4]=1[C:12]1[S:16][C:15]([CH2:17][NH:18][C:19](=[O:25])[CH3:26])=[N:14][N:13]=1. The yield is 0.930. (2) The reactants are Cl.[CH3:2][N:3]1[CH2:8][CH2:7][CH:6]([C:9]([OH:11])=O)[CH2:5][CH2:4]1.C(N(CC)C(C)C)(C)C.C1N=CN(C(N2C=NC=C2)=O)C=1.Cl.Cl.[N:35]1([C:41]2[CH:42]=[C:43]([C:47]3[NH:51][C:50]4[CH:52]=[CH:53][CH:54]=[CH:55][C:49]=4[N:48]=3)[CH:44]=[CH:45][CH:46]=2)[CH2:40][CH2:39][NH:38][CH2:37][CH2:36]1. The catalyst is C(#N)C. The product is [NH:48]1[C:49]2[CH:55]=[CH:54][CH:53]=[CH:52][C:50]=2[N:51]=[C:47]1[C:43]1[CH:42]=[C:41]([N:35]2[CH2:36][CH2:37][N:38]([C:9]([CH:6]3[CH2:5][CH2:4][N:3]([CH3:2])[CH2:8][CH2:7]3)=[O:11])[CH2:39][CH2:40]2)[CH:46]=[CH:45][CH:44]=1. The yield is 0.870. (3) The reactants are [CH2:1]([N:3]([CH2:37][CH3:38])[CH2:4][CH2:5][CH2:6][NH:7][C:8]1[N:9]=[C:10]([C:27]2[C:28]([CH3:36])=[C:29]([CH:33]=[CH:34][CH:35]=2)[C:30](O)=[O:31])[C:11]2[CH:17]=[CH:16][C:15](=[O:18])[N:14]([C:19]3[C:24]([F:25])=[CH:23][CH:22]=[CH:21][C:20]=3[F:26])[C:12]=2[N:13]=1)[CH3:2].CN(C(ON1N=NC2C=CC=CC1=2)=[N+](C)C)C.F[P-](F)(F)(F)(F)F.C(N(CC)CC)C.[F:70][C:71]1[CH:77]=[CH:76][C:74]([NH2:75])=[CH:73][CH:72]=1. The catalyst is CN(C=O)C. The product is [CH2:1]([N:3]([CH2:37][CH3:38])[CH2:4][CH2:5][CH2:6][NH:7][C:8]1[N:9]=[C:10]([C:27]2[C:28]([CH3:36])=[C:29]([CH:33]=[CH:34][CH:35]=2)[C:30]([NH:75][C:74]2[CH:76]=[CH:77][C:71]([F:70])=[CH:72][CH:73]=2)=[O:31])[C:11]2[CH:17]=[CH:16][C:15](=[O:18])[N:14]([C:19]3[C:20]([F:26])=[CH:21][CH:22]=[CH:23][C:24]=3[F:25])[C:12]=2[N:13]=1)[CH3:2]. The yield is 0.460. (4) The reactants are Br[C:2]1[C:7]2[O:8][C:9]([F:12])([F:11])[O:10][C:6]=2[C:5]([C:13]([NH:15][S:16]([C:19]2[CH:24]=[CH:23][CH:22]=[CH:21][C:20]=2[S:25](=[O:28])(=[O:27])[NH2:26])(=[O:18])=[O:17])=[O:14])=[CH:4][CH:3]=1.[CH:29]1([C:32]#[C+:33])[CH2:31][CH2:30]1. No catalyst specified. The product is [CH:29]1([C:32]#[C:33][C:2]2[C:7]3[O:8][C:9]([F:11])([F:12])[O:10][C:6]=3[C:5]([C:13]([NH:15][S:16]([C:19]3[CH:24]=[CH:23][CH:22]=[CH:21][C:20]=3[S:25](=[O:27])(=[O:28])[NH2:26])(=[O:17])=[O:18])=[O:14])=[CH:4][CH:3]=2)[CH2:31][CH2:30]1. The yield is 0.200. (5) The reactants are [F:1][C:2]([F:14])([O:6][C:7]1[CH:8]=[C:9]([CH3:13])[CH:10]=[CH:11][CH:12]=1)[CH:3]([F:5])[F:4].[Br:15]N1C(=O)CCC1=O. The catalyst is C(Cl)(Cl)(Cl)Cl.N(C(C)(C)C#N)=NC(C)(C)C#N. The product is [F:1][C:2]([F:14])([O:6][C:7]1[CH:8]=[C:9]([CH2:13][Br:15])[CH:10]=[CH:11][CH:12]=1)[CH:3]([F:4])[F:5]. The yield is 0.960. (6) The reactants are Cl[O-].[Na+].[F:4][C:5]1[C:13]([O:14][CH3:15])=[CH:12][CH:11]=[CH:10][C:6]=1[CH:7]=[N:8][OH:9].[CH3:16][C@@:17]([S:27]([CH3:30])(=[O:29])=[O:28])([CH2:23][CH2:24][C:25]#[CH:26])[C:18]([O:20][CH2:21][CH3:22])=[O:19].O. The catalyst is ClCCl. The product is [F:4][C:5]1[C:13]([O:14][CH3:15])=[CH:12][CH:11]=[CH:10][C:6]=1[C:7]1[CH:26]=[C:25]([CH2:24][CH2:23][C@@:17]([CH3:16])([S:27]([CH3:30])(=[O:28])=[O:29])[C:18]([O:20][CH2:21][CH3:22])=[O:19])[O:9][N:8]=1. The yield is 0.530. (7) The reactants are [Cl:1][S:2]([OH:5])(=O)=[O:3].[NH:6]1[C:14]2[C:9](=[CH:10][CH:11]=[CH:12][CH:13]=2)[CH2:8][C:7]1=[O:15]. The catalyst is O. The product is [Cl:1][S:2]([C:11]1[CH:10]=[C:9]2[C:14](=[CH:13][CH:12]=1)[NH:6][C:7](=[O:15])[CH2:8]2)(=[O:5])=[O:3]. The yield is 0.500. (8) The reactants are CN(C=O)C.[Br:6][C:7]1[CH:12]=[CH:11][CH:10]=[CH:9][C:8]=1[SH:13].C(=O)([O-])[O-].[K+].[K+].[CH2:20]([O:22][CH:23]([O:26][CH2:27][CH3:28])[CH2:24]Br)[CH3:21]. The catalyst is C(OCC)(=O)C.O. The product is [CH2:20]([O:22][CH:23]([O:26][CH2:27][CH3:28])[CH2:24][S:13][C:8]1[CH:9]=[CH:10][CH:11]=[CH:12][C:7]=1[Br:6])[CH3:21]. The yield is 0.850.